The task is: Regression. Given two drug SMILES strings and cell line genomic features, predict the synergy score measuring deviation from expected non-interaction effect.. This data is from NCI-60 drug combinations with 297,098 pairs across 59 cell lines. Drug 1: CC(C1=C(C=CC(=C1Cl)F)Cl)OC2=C(N=CC(=C2)C3=CN(N=C3)C4CCNCC4)N. Drug 2: CN(C(=O)NC(C=O)C(C(C(CO)O)O)O)N=O. Cell line: UO-31. Synergy scores: CSS=0.373, Synergy_ZIP=-1.46, Synergy_Bliss=-4.01, Synergy_Loewe=-12.0, Synergy_HSA=-3.31.